Dataset: Reaction yield outcomes from USPTO patents with 853,638 reactions. Task: Predict the reaction yield, written as a fraction of the theoretical maximum amount of product (1.0 means a 100% yield; for example, 0.34 means a 34% yield). (1) The reactants are [C@H:1]1([NH:10][C:11]2[CH:20]=[CH:19][C:18]3[C:13](=[CH:14][CH:15]=[C:16]([NH2:21])[CH:17]=3)[N:12]=2)[C:9]2[C:4](=[CH:5][CH:6]=[CH:7][CH:8]=2)[CH2:3][CH2:2]1.Cl[C:23]([O:25][C:26]1[CH:31]=[CH:30][C:29]([O:32][CH3:33])=[CH:28][CH:27]=1)=[O:24].C(N(CC)CC)C.O. The catalyst is C1(C)C=CC=CC=1. The product is [CH3:33][O:32][C:29]1[CH:30]=[CH:31][C:26]([O:25][C:23](=[O:24])[NH:21][C:16]2[CH:17]=[C:18]3[C:13](=[CH:14][CH:15]=2)[N:12]=[C:11]([NH:10][C@H:1]2[C:9]4[C:4](=[CH:5][CH:6]=[CH:7][CH:8]=4)[CH2:3][CH2:2]2)[CH:20]=[CH:19]3)=[CH:27][CH:28]=1. The yield is 0.310. (2) The reactants are [NH2:1][C:2]1[CH:10]=[CH:9][CH:8]=[C:7]([O:11][CH3:12])[C:3]=1[C:4]([OH:6])=[O:5].[CH3:13][N:14]=[C:15]=O.Cl.CN(C)CCCN=C=NCC.C(N(CC)CC)C. The catalyst is O1CCOCC1.O. The product is [CH3:12][O:11][C:7]1[C:3]2[C:4](=[O:6])[O:5][C:13]([NH:14][CH3:15])=[N:1][C:2]=2[CH:10]=[CH:9][CH:8]=1. The yield is 0.430. (3) The reactants are [CH2:1]([O:8][C:9]1[CH:10]=[C:11]([CH2:15][C:16]#[N:17])[CH:12]=[CH:13][CH:14]=1)[C:2]1[CH:7]=[CH:6][CH:5]=[CH:4][CH:3]=1.[H-].[H-].[H-].[H-].[Li+].[Al+3]. The catalyst is C1COCC1. The product is [C:2]1([CH2:1][O:8][C:9]2[CH:10]=[C:11]([CH2:15][CH2:16][NH2:17])[CH:12]=[CH:13][CH:14]=2)[CH:3]=[CH:4][CH:5]=[CH:6][CH:7]=1. The yield is 0.510. (4) The catalyst is CN(C)C=O.C(OCC)(=O)C. The reactants are [CH2:1]([N:8]1[C:16]2[CH:15]=[CH:14][CH:13]=[C:12]([OH:17])[C:11]=2[CH:10]=[C:9]1[CH3:18])[C:2]1[CH:7]=[CH:6][CH:5]=[CH:4][CH:3]=1.[H-].[Na+].[CH2:21]([O:23][C:24](=[O:30])[CH:25](Br)[CH:26]([CH3:28])[CH3:27])[CH3:22]. The yield is 0.190. The product is [CH2:21]([O:23][C:24](=[O:30])[CH:25]([O:17][C:12]1[CH:13]=[CH:14][CH:15]=[C:16]2[C:11]=1[CH:10]=[C:9]([CH3:18])[N:8]2[CH2:1][C:2]1[CH:3]=[CH:4][CH:5]=[CH:6][CH:7]=1)[CH:26]([CH3:28])[CH3:27])[CH3:22]. (5) The reactants are [S:1]1[CH:5]=[CH:4][CH:3]=[C:2]1[C:6]([NH:8][C:9]1[CH:10]=[CH:11][CH:12]=[C:13]2[C:17]=1[NH:16][C:15]([C:18]([OH:20])=O)=[CH:14]2)=[O:7].C[N:22](C)C=O.Cl.CN(C)CCCN=C=NCC. The catalyst is C(OCC)(=O)C. The product is [S:1]1[CH:5]=[CH:4][CH:3]=[C:2]1[C:6]([NH:8][C:9]1[CH:10]=[CH:11][CH:12]=[C:13]2[C:17]=1[NH:16][C:15]([C:18]([NH2:22])=[O:20])=[CH:14]2)=[O:7]. The yield is 0.980.